From a dataset of Full USPTO retrosynthesis dataset with 1.9M reactions from patents (1976-2016). Predict the reactants needed to synthesize the given product. (1) Given the product [NH2:8][C:7]1[CH:6]=[CH:5][C:4]([OH:11])=[CH:3][C:2]=1[F:1], predict the reactants needed to synthesize it. The reactants are: [F:1][C:2]1[CH:3]=[C:4]([OH:11])[CH:5]=[CH:6][C:7]=1[N+:8]([O-])=O.ClC1C=C(N)C=CC=1SC1N(C)C=CN=1. (2) Given the product [C:1]([O:5][C:6]([NH:8][C@@H:9]([CH2:17][CH2:18][CH:19]([CH2:25][CH2:26][CH2:27][F:28])[C:20]([OH:22])=[O:21])[C:10]([O:12][C:13]([CH3:14])([CH3:15])[CH3:16])=[O:11])=[O:7])([CH3:4])([CH3:2])[CH3:3], predict the reactants needed to synthesize it. The reactants are: [C:1]([O:5][C:6]([NH:8][C@@H:9]([CH2:17][CH2:18][CH:19]([CH2:25][CH2:26][CH2:27][F:28])[C:20]([O:22]CC)=[O:21])[C:10]([O:12][C:13]([CH3:16])([CH3:15])[CH3:14])=[O:11])=[O:7])([CH3:4])([CH3:3])[CH3:2].[OH-].[Li+].Cl. (3) Given the product [Cl:10][C:11]1[CH:19]=[CH:18][C:14]([C:15]2[O:17][C:28]([C:27]3[CH:32]=[CH:33][C:24]([CH2:20][CH:21]([CH3:23])[CH3:22])=[CH:25][CH:26]=3)=[N:30][N:31]=2)=[CH:13][N:12]=1, predict the reactants needed to synthesize it. The reactants are: [Cl-].C[N+](C)=CS(Cl)(=O)=O.[Cl:10][C:11]1[CH:19]=[CH:18][C:14]([C:15]([OH:17])=O)=[CH:13][N:12]=1.[CH2:20]([C:24]1[CH:33]=[CH:32][C:27]([C:28]([NH:30][NH2:31])=O)=[CH:26][CH:25]=1)[CH:21]([CH3:23])[CH3:22].C(N(CC)CC)C. (4) The reactants are: [F:1][C:2]1[CH:7]=[CH:6][C:5]([CH:8]2[CH2:13][CH2:12][CH2:11][C:10](=[O:14])[N:9]2[NH:15]C(=O)OC(C)(C)C)=[CH:4][CH:3]=1.C(O)(C(F)(F)F)=O. Given the product [NH2:15][N:9]1[CH:8]([C:5]2[CH:6]=[CH:7][C:2]([F:1])=[CH:3][CH:4]=2)[CH2:13][CH2:12][CH2:11][C:10]1=[O:14], predict the reactants needed to synthesize it. (5) The reactants are: [N+:1]([C:4]1[CH:11]=[CH:10][C:7]([CH:8]=O)=[CH:6][CH:5]=1)([O-:3])=[O:2].[N+:12]([CH2:15][CH3:16])([O-:14])=[O:13].C(N)CCC. Given the product [N+:1]([C:4]1[CH:11]=[CH:10][C:7](/[CH:8]=[C:15](/[N+:12]([O-:14])=[O:13])\[CH3:16])=[CH:6][CH:5]=1)([O-:3])=[O:2], predict the reactants needed to synthesize it. (6) The reactants are: [Br:1][C:2]1[CH:11]=[C:10]2[C:5]([CH2:6][CH2:7][N:8]([C:15](=O)[C:16]([N:18]([C:29]([CH3:32])([CH3:31])[CH3:30])[CH2:19][CH2:20][CH2:21][C:22]#CC3SC=CC=3)=[O:17])[CH:9]2[C:12](O)=O)=[CH:4][C:3]=1[O:34][CH3:35].C(N(CCCC#C)C(=O)C(O)=O)(C)(C)C.C([O-])(=O)C.[Na+].[NH4+].[OH-]. Given the product [C:29]([N:18]1[CH2:19][CH2:20][CH2:21][C:22]2[CH:12]=[C:9]3[C:10]4[CH:11]=[C:2]([Br:1])[C:3]([O:34][CH3:35])=[CH:4][C:5]=4[CH2:6][CH2:7][N:8]3[C:15]=2[C:16]1=[O:17])([CH3:30])([CH3:31])[CH3:32], predict the reactants needed to synthesize it. (7) Given the product [NH2:72][C:73]1[CH:81]=[C:80]([C@H:82]([NH:85][C:86]([N:88]2[C:94](=[O:95])[C@H:93]([CH2:96][C:97]3[CH:102]=[CH:101][CH:100]=[CH:99][C:98]=3[O:104][CH3:105])[CH2:92][NH:91][C:90](=[O:106])[CH2:89]2)=[O:87])[CH2:83][CH3:84])[CH:79]=[CH:78][C:74]=1[C:75]([OH:77])=[O:76], predict the reactants needed to synthesize it. The reactants are: COC1C=CC=CC=1C[C@H]1C(=O)N(C(N[C@@H](C2C=C(C=CC=2)C(O)=O)CC)=O)CC(=O)NC1.ClC1C=CC(OC)=C(C=1)C[C@H]1C(=O)N(C(N[C@@H](C2C=C(C=CC=2)C(O)=O)CC)=O)CC(=O)NC1.CC(O)C.[NH2:72][C:73]1[CH:81]=[C:80]([C@H:82]([NH:85][C:86]([N:88]2[C:94](=[O:95])[C@H:93]([CH2:96][C:97]3[CH:102]=[C:101](Cl)[CH:100]=[CH:99][C:98]=3[O:104][CH3:105])[CH2:92][NH:91][C:90](=[O:106])[CH2:89]2)=[O:87])[CH2:83][CH3:84])[CH:79]=[CH:78][C:74]=1[C:75]([OH:77])=[O:76].